The task is: Predict the reactants needed to synthesize the given product.. This data is from Full USPTO retrosynthesis dataset with 1.9M reactions from patents (1976-2016). The reactants are: [C:1]([O:5][C:6](=[O:52])[NH:7][C:8]1([C:16]#[C:17][C:18]2[CH:23]=[CH:22][C:21]([S:24]([N:27]3[C:35]4[C:30](=[CH:31][CH:32]=[C:33]([O:36][CH3:37])[CH:34]=4)[C:29]([C:38](=[O:51])[C:39]4[CH:44]=[C:43]([O:45][CH3:46])[C:42]([O:47][CH3:48])=[C:41]([O:49][CH3:50])[CH:40]=4)=[CH:28]3)(=[O:26])=[O:25])=[CH:20][CH:19]=2)[CH2:13][O:12][C:11]([CH3:15])([CH3:14])[O:10][CH2:9]1)([CH3:4])([CH3:3])[CH3:2]. Given the product [C:1]([O:5][C:6](=[O:52])[NH:7][C:8]1([CH2:16][CH2:17][C:18]2[CH:23]=[CH:22][C:21]([S:24]([N:27]3[C:35]4[C:30](=[CH:31][CH:32]=[C:33]([O:36][CH3:37])[CH:34]=4)[C:29]([C:38](=[O:51])[C:39]4[CH:44]=[C:43]([O:45][CH3:46])[C:42]([O:47][CH3:48])=[C:41]([O:49][CH3:50])[CH:40]=4)=[CH:28]3)(=[O:26])=[O:25])=[CH:20][CH:19]=2)[CH2:13][O:12][C:11]([CH3:14])([CH3:15])[O:10][CH2:9]1)([CH3:3])([CH3:2])[CH3:4], predict the reactants needed to synthesize it.